From a dataset of NCI-60 drug combinations with 297,098 pairs across 59 cell lines. Regression. Given two drug SMILES strings and cell line genomic features, predict the synergy score measuring deviation from expected non-interaction effect. (1) Drug 1: COC1=C(C=C2C(=C1)N=CN=C2NC3=CC(=C(C=C3)F)Cl)OCCCN4CCOCC4. Drug 2: C1CNP(=O)(OC1)N(CCCl)CCCl. Cell line: OVCAR-4. Synergy scores: CSS=20.8, Synergy_ZIP=-2.32, Synergy_Bliss=4.90, Synergy_Loewe=-18.6, Synergy_HSA=3.46. (2) Drug 1: COC1=CC(=CC(=C1O)OC)C2C3C(COC3=O)C(C4=CC5=C(C=C24)OCO5)OC6C(C(C7C(O6)COC(O7)C8=CC=CS8)O)O. Drug 2: CN1C(=O)N2C=NC(=C2N=N1)C(=O)N. Cell line: CAKI-1. Synergy scores: CSS=48.0, Synergy_ZIP=2.41, Synergy_Bliss=2.26, Synergy_Loewe=-52.8, Synergy_HSA=1.33.